Predict which catalyst facilitates the given reaction. From a dataset of Catalyst prediction with 721,799 reactions and 888 catalyst types from USPTO. Reactant: [CH3:1][NH:2][C@@H:3]1[C:8]2[CH:9]=[CH:10][CH:11]=[CH:12][C:7]=2[C@H:6]([C:13]2[CH:14]=[CH:15][C:16]([Cl:20])=[C:17]([Cl:19])[CH:18]=2)[CH2:5][CH2:4]1.C([O-])(=O)C(C1C=CC=CC=1)O.[ClH:32]. Product: [CH3:1][NH:2][C@@H:3]1[C:8]2[CH:9]=[CH:10][CH:11]=[CH:12][C:7]=2[C@H:6]([C:13]2[CH:14]=[CH:15][C:16]([Cl:20])=[C:17]([Cl:19])[CH:18]=2)[CH2:5][CH2:4]1.[ClH:32]. The catalyst class is: 51.